This data is from Forward reaction prediction with 1.9M reactions from USPTO patents (1976-2016). The task is: Predict the product of the given reaction. Given the reactants [OH:1][CH2:2][C@@H:3]1[NH:7][C:6](=O)[CH:5]([CH:9]([CH3:11])[CH3:10])[CH2:4]1.[H-].[Al+3].[Li+].[H-].[H-].[H-], predict the reaction product. The product is: [CH:9]([CH:5]1[CH2:6][NH:7][C@@H:3]([CH2:2][OH:1])[CH2:4]1)([CH3:11])[CH3:10].